This data is from Full USPTO retrosynthesis dataset with 1.9M reactions from patents (1976-2016). The task is: Predict the reactants needed to synthesize the given product. Given the product [F:27][C:22]1[CH:23]=[CH:24][CH:25]=[CH:26][C:21]=1[CH2:20][N:13]1[C:14]2=[N:15][CH:16]=[CH:17][CH:18]=[C:19]2[C:11]([C:9]2[N:8]=[C:7]3[C:3]([NH:4][C:5]([S:28][CH3:29])=[N:6]3)=[C:2]([NH2:1])[N:10]=2)=[N:12]1, predict the reactants needed to synthesize it. The reactants are: [NH2:1][C:2]1[N:10]=[C:9]([C:11]2[C:19]3[C:14](=[N:15][CH:16]=[CH:17][CH:18]=3)[N:13]([CH2:20][C:21]3[CH:26]=[CH:25][CH:24]=[CH:23][C:22]=3[F:27])[N:12]=2)[N:8]=[C:7]2[C:3]=1[NH:4][C:5](=[S:28])[NH:6]2.[C:29](=O)([O-])[O-].[K+].[K+].IC.